The task is: Predict the reaction yield, written as a fraction of the theoretical maximum amount of product (1.0 means a 100% yield; for example, 0.34 means a 34% yield).. This data is from Reaction yield outcomes from USPTO patents with 853,638 reactions. (1) The reactants are [C:9](O[C:9]([O:11][C:12]([CH3:15])([CH3:14])[CH3:13])=[O:10])([O:11][C:12]([CH3:15])([CH3:14])[CH3:13])=[O:10].Cl.[CH3:17][O:18][C:19]([C@H:21]1[CH2:25][C@@H:24]([OH:26])[CH2:23][NH:22]1)=[O:20].C(N(CC)C(C)C)(C)C. The yield is 0.790. The catalyst is O1CCOCC1. The product is [CH3:17][O:18][C:19]([C@H:21]1[CH2:25][C@@H:24]([OH:26])[CH2:23][N:22]1[C:9]([O:11][C:12]([CH3:13])([CH3:14])[CH3:15])=[O:10])=[O:20]. (2) The reactants are [F:1][C:2]1[C:3]([CH:11]=[O:12])=[CH:4][C:5]2[O:9][CH2:8][O:7][C:6]=2[CH:10]=1.[BH4-].[Na+]. The catalyst is CO.CCOC(C)=O. The product is [F:1][C:2]1[C:3]([CH2:11][OH:12])=[CH:4][C:5]2[O:9][CH2:8][O:7][C:6]=2[CH:10]=1. The yield is 0.920. (3) The reactants are [I:1][C:2]1[CH:11]=[CH:10][C:5]([C:6]([O:8]C)=O)=[C:4]([NH:12][C:13](=[O:20])[CH2:14][CH2:15][C:16]([O:18][CH3:19])=[O:17])[CH:3]=1.CC([O-])(C)C.[K+].O.Cl. The catalyst is C1COCC1. The product is [I:1][C:2]1[CH:11]=[CH:10][C:5]2[C:6](=[O:8])[CH:15]([C:16]([O:18][CH3:19])=[O:17])[CH2:14][C:13](=[O:20])[NH:12][C:4]=2[CH:3]=1. The yield is 0.970. (4) The reactants are I[C:2]1[C:10]2[C:5](=[N:6][CH:7]=[N:8][C:9]=2[NH2:11])[NH:4][N:3]=1.[CH3:12][O:13][C:14]1[CH:15]=[C:16](B(O)O)[CH:17]=[CH:18][CH:19]=1.C(=O)([O-])[O-].[Na+].[Na+].Cl. The catalyst is CN(C=O)C.C(O)C.O.ClCCl. The product is [CH3:12][O:13][C:14]1[CH:19]=[C:18]([C:2]2[C:10]3[C:5](=[N:6][CH:7]=[N:8][C:9]=3[NH2:11])[NH:4][N:3]=2)[CH:17]=[CH:16][CH:15]=1. The yield is 0.270. (5) The reactants are [Si]([O:8]/[N:9]=[C:10]1\[NH:11][C@@H:12]([C:22]2[CH:27]=[CH:26][C:25]([F:28])=[CH:24][C:23]=2[Br:29])[CH2:13][C:14]2[N:15]=[C:16]([NH2:21])[N:17]=[C:18]([CH3:20])[C:19]\1=2)(C(C)(C)C)(C)C.C(O)(C(F)(F)F)=O.O. The catalyst is O1CCOCC1. The product is [NH2:21][C:16]1[N:17]=[C:18]([CH3:20])[C:19]2=[C:14]([CH2:13][C@H:12]([C:22]3[CH:27]=[CH:26][C:25]([F:28])=[CH:24][C:23]=3[Br:29])[NH:11]/[C:10]/2=[N:9]\[OH:8])[N:15]=1. The yield is 0.700.